Dataset: Catalyst prediction with 721,799 reactions and 888 catalyst types from USPTO. Task: Predict which catalyst facilitates the given reaction. (1) Reactant: [O:1]1[CH2:5][CH2:4][C:3]([C:6]2[N:7]([CH:16]([CH3:18])[CH3:17])[CH:8]=[C:9]([C:11]([O:13][CH2:14][CH3:15])=[O:12])[N:10]=2)=[CH:2]1. Product: [CH:16]([N:7]1[CH:8]=[C:9]([C:11]([O:13][CH2:14][CH3:15])=[O:12])[N:10]=[C:6]1[CH:3]1[CH2:4][CH2:5][O:1][CH2:2]1)([CH3:17])[CH3:18]. The catalyst class is: 50. (2) Reactant: [CH3:1][C:2]1([CH3:40])[O:7][C:6]2[CH:8]=[CH:9][C:10]([C@H:12]3[O:16][C:15](=[O:17])[N:14]([CH2:18][CH2:19][C:20]4[CH:39]=[CH:38][C:23]([O:24][CH2:25][CH2:26][O:27][CH2:28][C:29]5[CH:30]=[C:31]([CH:35]=[CH:36][CH:37]=5)[C:32](O)=[O:33])=[CH:22][CH:21]=4)[CH2:13]3)=[CH:11][C:5]=2[CH2:4][O:3]1.[CH:41]([NH2:44])([CH3:43])[CH3:42].C(N(C(C)C)CC)(C)C.F[P-](F)(F)(F)(F)F.N1(OC(N(C)C)=[N+](C)C)C2C=CC=CC=2N=N1. Product: [CH3:1][C:2]1([CH3:40])[O:7][C:6]2[CH:8]=[CH:9][C:10]([C@H:12]3[O:16][C:15](=[O:17])[N:14]([CH2:18][CH2:19][C:20]4[CH:39]=[CH:38][C:23]([O:24][CH2:25][CH2:26][O:27][CH2:28][C:29]5[CH:30]=[C:31]([CH:35]=[CH:36][CH:37]=5)[C:32]([NH:44][CH:41]([CH3:43])[CH3:42])=[O:33])=[CH:22][CH:21]=4)[CH2:13]3)=[CH:11][C:5]=2[CH2:4][O:3]1. The catalyst class is: 31. (3) Reactant: Br[C:2]1[N:7]=[C:6]([C:8]([OH:10])=[O:9])[CH:5]=[CH:4][CH:3]=1.[C:11]1(B2OC(C)(C)C(C)(C)O2)[CH2:15][CH2:14][CH2:13][CH:12]=1.C([O-])([O-])=O.[K+].[K+]. Product: [C:11]1([C:2]2[N:7]=[C:6]([C:8]([OH:10])=[O:9])[CH:5]=[CH:4][CH:3]=2)[CH2:15][CH2:14][CH2:13][CH:12]=1. The catalyst class is: 710. (4) Reactant: [CH3:1][C@@H:2]1[C@@H:4]([C:5]2[CH:10]=[CH:9][CH:8]=[CH:7][CH:6]=2)[NH:3]1.C(N(C)C(C)C)(C)C.[CH3:19][S:20](Cl)(=[O:22])=[O:21]. Product: [CH3:1][C@@H:2]1[C@@H:4]([C:5]2[CH:10]=[CH:9][CH:8]=[CH:7][CH:6]=2)[N:3]1[S:20]([CH3:19])(=[O:22])=[O:21]. The catalyst class is: 2. (5) Reactant: [F:1][C:2]1[CH:9]=[CH:8][C:5]([CH:6]=O)=[C:4]([O:10][CH3:11])[CH:3]=1.C(O)(=O)[CH2:13][C:14]([OH:16])=[O:15]. Product: [F:1][C:2]1[CH:9]=[CH:8][C:5](/[CH:6]=[CH:13]/[C:14]([OH:16])=[O:15])=[C:4]([O:10][CH3:11])[CH:3]=1. The catalyst class is: 17. (6) Reactant: Br[C:2]1[CH:7]=[CH:6][C:5]([C@@H:8]([OH:13])[C:9]([F:12])([F:11])[F:10])=[CH:4][CH:3]=1.[B:14]1([B:14]2[O:18][C:17]([CH3:20])([CH3:19])[C:16]([CH3:22])([CH3:21])[O:15]2)[O:18][C:17]([CH3:20])([CH3:19])[C:16]([CH3:22])([CH3:21])[O:15]1.C([O-])(=O)C.[K+].ClCCl. Product: [F:10][C:9]([F:12])([F:11])[C@@H:8]([C:5]1[CH:6]=[CH:7][C:2]([B:14]2[O:18][C:17]([CH3:20])([CH3:19])[C:16]([CH3:22])([CH3:21])[O:15]2)=[CH:3][CH:4]=1)[OH:13]. The catalyst class is: 3. (7) Reactant: [Br:1][C:2]1[C:3]([CH3:18])=[N:4][N:5]([CH2:14][CH2:15][CH:16]=[O:17])[C:6]=1[C:7]1[CH:12]=[CH:11][C:10]([F:13])=[CH:9][CH:8]=1.[CH2:19]([Mg]Br)[CH3:20].[NH4+].[Cl-]. Product: [Br:1][C:2]1[C:3]([CH3:18])=[N:4][N:5]([CH2:14][CH2:15][CH:16]([OH:17])[CH2:19][CH3:20])[C:6]=1[C:7]1[CH:8]=[CH:9][C:10]([F:13])=[CH:11][CH:12]=1. The catalyst class is: 7.